Dataset: Forward reaction prediction with 1.9M reactions from USPTO patents (1976-2016). Task: Predict the product of the given reaction. (1) Given the reactants Br[C:2]1[CH:3]=[C:4]2[S:10][C:9]([O:11][CH:12]3[CH2:17][CH2:16][N:15]([C:18]4[N:23]=[CH:22][C:21]([CH2:24][CH2:25][CH3:26])=[CH:20][N:19]=4)[CH2:14][CH2:13]3)=[N:8][C:5]2=[N:6][CH:7]=1.CC1(C)C(C)(C)OB([C:35]2[CH2:40][CH2:39][N:38]([C:41]([O:43][C:44]([CH3:47])([CH3:46])[CH3:45])=[O:42])[CH2:37][CH:36]=2)O1.C(C1C=NC(N2CCC(OC3SC4C=C(C5CCN(C(OC(C)(C)C)=O)CC=5)C=CC=4N=3)CC2)=NC=1)CC, predict the reaction product. The product is: [CH2:24]([C:21]1[CH:20]=[N:19][C:18]([N:15]2[CH2:16][CH2:17][CH:12]([O:11][C:9]3[S:10][C:4]4[C:5]([N:8]=3)=[N:6][CH:7]=[C:2]([C:35]3[CH2:40][CH2:39][N:38]([C:41]([O:43][C:44]([CH3:47])([CH3:46])[CH3:45])=[O:42])[CH2:37][CH:36]=3)[CH:3]=4)[CH2:13][CH2:14]2)=[N:23][CH:22]=1)[CH2:25][CH3:26]. (2) Given the reactants [N:1]1[C:10]2[C:5](=[CH:6][CH:7]=[CH:8][CH:9]=2)[CH:4]=[C:3]([CH:11]=O)[CH:2]=1.[CH:13](=[O:15])[CH3:14].[OH-].[Na+].C(OC(=O)C)(=O)C.C(OC)(=O)C, predict the reaction product. The product is: [N:1]1[C:10]2[C:5](=[CH:6][CH:7]=[CH:8][CH:9]=2)[CH:4]=[C:3]([CH:11]=[CH:14][CH:13]=[O:15])[CH:2]=1. (3) Given the reactants [Br:1][C:2]1[CH:3]=[C:4]([NH2:9])[C:5]([CH3:8])=[N:6][CH:7]=1.[CH3:10][S:11](Cl)(=[O:13])=[O:12], predict the reaction product. The product is: [Br:1][C:2]1[CH:3]=[C:4]([NH:9][S:11]([CH3:10])(=[O:13])=[O:12])[C:5]([CH3:8])=[N:6][CH:7]=1. (4) Given the reactants Cl[C:2]1[C:3]2[CH:14]=[CH:13][C:12]([C:15]3[C:20]([C:21]([F:24])([F:23])[F:22])=[CH:19][CH:18]=[CH:17][N:16]=3)=[N:11][C:4]=2[N:5]=[C:6]([CH2:8][O:9][CH3:10])[N:7]=1.[NH2:25][C:26]1[CH:35]=[C:34]2[C:29]([CH2:30][CH2:31][CH2:32][NH:33]2)=[CH:28][CH:27]=1, predict the reaction product. The product is: [CH3:10][O:9][CH2:8][C:6]1[N:7]=[C:2]([NH:25][C:26]2[CH:35]=[C:34]3[C:29]([CH2:30][CH2:31][CH2:32][NH:33]3)=[CH:28][CH:27]=2)[C:3]2[CH:14]=[CH:13][C:12]([C:15]3[C:20]([C:21]([F:24])([F:23])[F:22])=[CH:19][CH:18]=[CH:17][N:16]=3)=[N:11][C:4]=2[N:5]=1. (5) Given the reactants C([CH:3]1[CH2:6][CH2:5][C:4]1([O:10][C:11]1[CH:16]=[CH:15][C:14]([Cl:17])=[CH:13][CH:12]=1)[C:7]([OH:9])=[O:8])C.Cl, predict the reaction product. The product is: [Cl:17][C:14]1[CH:13]=[CH:12][C:11]([O:10][C:4]2([C:7]([OH:9])=[O:8])[CH2:5][CH2:6][CH2:3]2)=[CH:16][CH:15]=1. (6) The product is: [O:23]1[CH2:24][CH2:25][N:20]([C:5]2[CH:4]=[C:3]([CH:8]=[CH:7][CH:6]=2)[C:1]#[N:2])[CH2:21][CH2:22]1. Given the reactants [C:1]([C:3]1[CH:4]=[C:5](O)[CH:6]=[CH:7][CH:8]=1)#[N:2].C(N(CC)CC)C.C(Cl)Cl.[NH:20]1[CH2:25][CH2:24][O:23][CH2:22][CH2:21]1, predict the reaction product. (7) Given the reactants Br[C:2]1[CH:3]=[C:4]2[N:21]([C@H:22]([CH2:25]OC)[CH2:23][CH3:24])[CH:20]=[C:19]([CH3:28])[C:5]2=[N:6][C:7]=1[C:8]1[C:9]([O:17][CH3:18])=[N:10][C:11]([CH:14]([CH3:16])[CH3:15])=[CH:12][CH:13]=1.C[CH2:30][OH:31], predict the reaction product. The product is: [CH:14]([C:11]1[N:10]=[C:9]([O:17][CH3:18])[C:8]([C:7]2[N:6]=[C:5]3[C:19]([CH3:28])=[CH:20][N:21]([C@@H:22]([CH3:25])[CH:23]([O:31][CH3:30])[CH3:24])[C:4]3=[CH:3][CH:2]=2)=[CH:13][CH:12]=1)([CH3:15])[CH3:16].